From a dataset of Reaction yield outcomes from USPTO patents with 853,638 reactions. Predict the reaction yield, written as a fraction of the theoretical maximum amount of product (1.0 means a 100% yield; for example, 0.34 means a 34% yield). (1) The reactants are [CH2:1]([O:8][C:9]([N:11]1[CH2:17][CH2:16][CH2:15][CH:14]([NH2:18])[CH:13]([OH:19])[CH2:12]1)=[O:10])[C:2]1[CH:7]=[CH:6][CH:5]=[CH:4][CH:3]=1.[C:20]([O:24][C:25](O[C:25]([O:24][C:20]([CH3:23])([CH3:22])[CH3:21])=[O:26])=[O:26])([CH3:23])([CH3:22])[CH3:21]. The catalyst is C1COCC1.C(OCC)C. The product is [CH2:1]([O:8][C:9]([N:11]1[CH2:17][CH2:16][CH2:15][CH:14]([NH:18][C:25]([O:24][C:20]([CH3:23])([CH3:22])[CH3:21])=[O:26])[CH:13]([OH:19])[CH2:12]1)=[O:10])[C:2]1[CH:3]=[CH:4][CH:5]=[CH:6][CH:7]=1. The yield is 0.670. (2) The reactants are [C:1]([C:4]1[CH:9]=[CH:8][C:7]([C:10]2[C:19]3[C:20](=[O:23])[O:21][CH2:22][C:18]=3[C:17]([OH:24])=[C:16]3[C:11]=2[CH:12]=[C:13]([O:27][CH3:28])[C:14]([O:25][CH3:26])=[CH:15]3)=[CH:6][CH:5]=1)(=[O:3])[CH3:2].IC.[C:31](=O)([O-])[O-].[K+].[K+].[Cl-].[NH4+]. The catalyst is CN(C)C=O. The product is [C:1]([C:4]1[CH:5]=[CH:6][C:7]([C:10]2[C:19]3[C:20](=[O:23])[O:21][CH2:22][C:18]=3[C:17]([O:24][CH3:31])=[C:16]3[C:11]=2[CH:12]=[C:13]([O:27][CH3:28])[C:14]([O:25][CH3:26])=[CH:15]3)=[CH:8][CH:9]=1)(=[O:3])[CH3:2]. The yield is 0.680. (3) The reactants are [CH:1]1([NH2:4])[CH2:3][CH2:2]1.C(O)(=O)C.[CH3:9][N:10]([C:15]1[CH:20]=[CH:19][CH:18]=[CH:17][CH:16]=1)[CH2:11][C:12](=O)[CH3:13].C([BH3-])#N.[Na+]. The catalyst is CO.CCCCCCC.C(OCC)(=O)C. The product is [CH:1]1([NH:4][CH:12]([CH3:13])[CH2:11][N:10]([CH3:9])[C:15]2[CH:20]=[CH:19][CH:18]=[CH:17][CH:16]=2)[CH2:3][CH2:2]1. The yield is 0.500. (4) The reactants are [CH3:1][O:2][C:3](=[O:25])[CH2:4][C:5]1[CH:14]=[C:13]([O:15][CH2:16][C:17]2[CH:22]=[CH:21][CH:20]=[CH:19][CH:18]=2)[C:12]2[C:7](=[CH:8][CH:9]=[C:10]([F:23])[CH:11]=2)[C:6]=1Br.[CH3:26]B(O)O.P([O-])([O-])([O-])=O.[K+].[K+].[K+].C1(P(C2CCCCC2)C2CCCCC2)CCCCC1. The catalyst is C1(C)C=CC=CC=1.O.C([O-])(=O)C.[Pd+2].C([O-])(=O)C. The product is [CH3:1][O:2][C:3](=[O:25])[CH2:4][C:5]1[CH:14]=[C:13]([O:15][CH2:16][C:17]2[CH:22]=[CH:21][CH:20]=[CH:19][CH:18]=2)[C:12]2[C:7](=[CH:8][CH:9]=[C:10]([F:23])[CH:11]=2)[C:6]=1[CH3:26]. The yield is 0.595. (5) The reactants are [CH2:1]([O:3][C:4]([C:6]1[CH:7]=[N:8][C:9]2[C:14]([C:15]=1Cl)=[CH:13][CH:12]=[CH:11][C:10]=2[N+:17]([O-])=O)=[O:5])[CH3:2].[CH3:20][O:21][C:22]1[CH:23]=[C:24]([CH:27]=[C:28]([O:30][CH3:31])[CH:29]=1)[CH2:25][NH2:26]. No catalyst specified. The product is [CH2:1]([O:3][C:4]([C:6]1[CH:7]=[N:8][C:9]2[C:14]([C:15]=1[NH:26][CH2:25][C:24]1[CH:27]=[C:28]([O:30][CH3:31])[CH:29]=[C:22]([O:21][CH3:20])[CH:23]=1)=[CH:13][CH:12]=[CH:11][C:10]=2[NH2:17])=[O:5])[CH3:2]. The yield is 0.870. (6) The reactants are [OH-].[Na+].[CH:3]1[CH:11]=[CH:10][CH:9]=[C:8]2[C:4]=1[C:5]1[C:18]3[C:13](=[CH:14][CH:15]=[CH:16][CH:17]=3)[CH2:12][C:6]=1[NH:7]2.[CH3:19]I. The catalyst is [Br-].C[N+](C)(C)CCCCCCCCCCCCCCCC.C1C=CC=CC=1. The product is [CH3:19][N:7]1[C:8]2[C:4](=[CH:3][CH:11]=[CH:10][CH:9]=2)[C:5]2[C:18]3[C:13]([CH2:12][C:6]1=2)=[CH:14][CH:15]=[CH:16][CH:17]=3. The yield is 0.780. (7) The reactants are CN(C=O)C.S(Cl)([Cl:8])=O.N1C=CC=CC=1.[CH2:16]([O:28][C:29]1[CH:30]=[C:31]([CH:34]=[C:35]([O:37][CH2:38][CH2:39][CH2:40][CH2:41][CH2:42][CH2:43][CH2:44][CH2:45][CH2:46][CH2:47][CH2:48][CH3:49])[CH:36]=1)[CH2:32]O)[CH2:17][CH2:18][CH2:19][CH2:20][CH2:21][CH2:22][CH2:23][CH2:24][CH2:25][CH2:26][CH3:27]. The catalyst is ClCCl. The product is [CH2:16]([O:28][C:29]1[CH:30]=[C:31]([CH:34]=[C:35]([O:37][CH2:38][CH2:39][CH2:40][CH2:41][CH2:42][CH2:43][CH2:44][CH2:45][CH2:46][CH2:47][CH2:48][CH3:49])[CH:36]=1)[CH2:32][Cl:8])[CH2:17][CH2:18][CH2:19][CH2:20][CH2:21][CH2:22][CH2:23][CH2:24][CH2:25][CH2:26][CH3:27]. The yield is 0.885.